Dataset: Catalyst prediction with 721,799 reactions and 888 catalyst types from USPTO. Task: Predict which catalyst facilitates the given reaction. (1) Reactant: [CH3:1][S:2]([N:5]1[CH2:10][CH2:9][CH:8](/[CH:11]=[CH:12]/[C:13]([OH:15])=O)[CH2:7][CH2:6]1)(=[O:4])=[O:3].CN(C(ON1N=NC2C=CC=NC1=2)=[N+](C)C)C.F[P-](F)(F)(F)(F)F.C(N(CC)CC)C.[F:47][C:48]1[CH:49]=[C:50]([C@@H:55]([CH:67]2[CH2:72][CH2:71][N:70]([S:73]([CH3:76])(=[O:75])=[O:74])[CH2:69][CH2:68]2)[CH2:56][CH2:57][N:58]2[CH2:63][CH2:62][CH:61]([NH:64][CH2:65][CH3:66])[CH2:60][CH2:59]2)[CH:51]=[C:52]([F:54])[CH:53]=1. Product: [F:54][C:52]1[CH:51]=[C:50]([C@@H:55]([CH:67]2[CH2:72][CH2:71][N:70]([S:73]([CH3:76])(=[O:74])=[O:75])[CH2:69][CH2:68]2)[CH2:56][CH2:57][N:58]2[CH2:63][CH2:62][CH:61]([N:64]([CH2:65][CH3:66])[C:13](=[O:15])/[CH:12]=[CH:11]/[CH:8]3[CH2:7][CH2:6][N:5]([S:2]([CH3:1])(=[O:3])=[O:4])[CH2:10][CH2:9]3)[CH2:60][CH2:59]2)[CH:49]=[C:48]([F:47])[CH:53]=1. The catalyst class is: 3. (2) Reactant: [C:1]([C:5]1[CH:10]=[CH:9][C:8]([C:11]2[O:12][CH2:13][C:14]([CH3:17])([CH3:16])[N:15]=2)=[CH:7][CH:6]=1)([CH3:4])([CH3:3])[CH3:2].C([Li])CCC.CN([CH:26]=[O:27])C. Product: [C:1]([C:5]1[CH:6]=[CH:7][C:8]([C:11]2[O:12][CH2:13][C:14]([CH3:17])([CH3:16])[N:15]=2)=[C:9]([CH:10]=1)[CH:26]=[O:27])([CH3:4])([CH3:2])[CH3:3]. The catalyst class is: 134. (3) Reactant: [Cl:1][C:2]1[C:3]([CH3:12])=[C:4]([NH:8][C:9](=[O:11])[CH3:10])[CH:5]=[CH:6][CH:7]=1.[Br:13]Br. Product: [Br:13][C:7]1[CH:6]=[CH:5][C:4]([NH:8][C:9](=[O:11])[CH3:10])=[C:3]([CH3:12])[C:2]=1[Cl:1]. The catalyst class is: 15. (4) Reactant: [NH2:1][CH2:2][CH2:3][NH:4][C:5]1[N:13]=[C:12]([Cl:14])[N:11]=[C:10]2[C:6]=1[N:7]=[CH:8][N:9]2[CH:15]1[CH2:19][CH2:18][CH2:17][CH2:16]1.C(Cl)Cl.C(N(CC)CC)C.[Cl:30][C:31]1[CH:32]=[C:33]([CH:37]=[C:38]([Cl:40])[CH:39]=1)[C:34](Cl)=[O:35]. Product: [Cl:14][C:12]1[N:11]=[C:10]2[C:6]([N:7]=[CH:8][N:9]2[CH:15]2[CH2:19][CH2:18][CH2:17][CH2:16]2)=[C:5]([NH:4][CH2:3][CH2:2][NH:1][C:34](=[O:35])[C:33]2[CH:32]=[C:31]([Cl:30])[CH:39]=[C:38]([Cl:40])[CH:37]=2)[N:13]=1. The catalyst class is: 6. (5) Reactant: [Br:1][C:2]1[C:3](Cl)=[N:4][C:5]([Cl:8])=[N:6][CH:7]=1.[OH-].[NH4+:11]. Product: [Br:1][C:2]1[C:3]([NH2:11])=[N:4][C:5]([Cl:8])=[N:6][CH:7]=1. The catalyst class is: 5.